This data is from Catalyst prediction with 721,799 reactions and 888 catalyst types from USPTO. The task is: Predict which catalyst facilitates the given reaction. (1) Reactant: [C:1]([C:3]([CH2:15][Si:16]1([CH3:21])[CH2:20][CH2:19][CH2:18][CH2:17]1)([CH2:9][C:10]([O:12][CH2:13][CH3:14])=[O:11])C(OCC)=O)#[N:2].O.[Br-].[Li+]. Product: [CH3:21][Si:16]1([CH2:15][CH:3]([C:1]#[N:2])[CH2:9][C:10]([O:12][CH2:13][CH3:14])=[O:11])[CH2:20][CH2:19][CH2:18][CH2:17]1. The catalyst class is: 9. (2) Reactant: [CH2:1]([O:3][C:4](=[O:24])[CH:5]([C:11](=[O:23])[C:12]([CH3:22])([C:16]1[CH:21]=[CH:20][CH:19]=[CH:18][CH:17]=1)[CH2:13][CH2:14][CH3:15])[C:6]([O:8]CC)=O)[CH3:2]. Product: [OH:8][C:6]1[C:21]2[C:16](=[CH:17][CH:18]=[CH:19][CH:20]=2)[C:12]([CH3:22])([CH2:13][CH2:14][CH3:15])[C:11](=[O:23])[C:5]=1[C:4]([O:3][CH2:1][CH3:2])=[O:24]. The catalyst class is: 501.